This data is from Peptide-MHC class II binding affinity with 134,281 pairs from IEDB. The task is: Regression. Given a peptide amino acid sequence and an MHC pseudo amino acid sequence, predict their binding affinity value. This is MHC class II binding data. (1) The peptide sequence is SGLFQFFVFLALAGR. The MHC is DRB1_0901 with pseudo-sequence DRB1_0901. The binding affinity (normalized) is 0. (2) The peptide sequence is YDKFLCNVSTVLTGK. The MHC is DRB1_0401 with pseudo-sequence DRB1_0401. The binding affinity (normalized) is 0.637. (3) The peptide sequence is GWYDWQQVPFCSNHFTEL. The MHC is DRB1_1501 with pseudo-sequence DRB1_1501. The binding affinity (normalized) is 0.0541.